From a dataset of Catalyst prediction with 721,799 reactions and 888 catalyst types from USPTO. Predict which catalyst facilitates the given reaction. (1) Reactant: [C:1]([CH2:3][C:4]([O:6][CH2:7][CH3:8])=[O:5])#[N:2].[OH:9][CH2:10][CH2:11][O:12][C:13]1[CH:20]=[CH:19][C:16]([CH:17]=O)=[CH:15][CH:14]=1.CCCCCC. Product: [C:1]([C:3](=[CH:17][C:16]1[CH:15]=[CH:14][C:13]([O:12][CH2:11][CH2:10][OH:9])=[CH:20][CH:19]=1)[C:4]([O:6][CH2:7][CH3:8])=[O:5])#[N:2]. The catalyst class is: 8. (2) Reactant: [C:1]([O:5][C:6]([N:8]1[CH2:13][CH2:12][C:11]2[N:14]([CH3:33])[C:15]([C:17]3[C:22]([C:23]#[C:24][C:25]4[CH:30]=[CH:29][CH:28]=[C:27]([NH2:31])[CH:26]=4)=[CH:21][N:20]=[C:19]([NH2:32])[N:18]=3)=[CH:16][C:10]=2[C:9]1=[O:34])=[O:7])([CH3:4])([CH3:3])[CH3:2].N1C=CC=CC=1.Cl[C:42]([O:44][C:45]1[CH:50]=[CH:49][C:48]([N+:51]([O-:53])=[O:52])=[CH:47][CH:46]=1)=[O:43]. The catalyst class is: 2. Product: [C:1]([O:5][C:6]([N:8]1[CH2:13][CH2:12][C:11]2[N:14]([CH3:33])[C:15]([C:17]3[C:22]([C:23]#[C:24][C:25]4[CH:30]=[CH:29][CH:28]=[C:27]([NH:31][C:42]([O:44][C:45]5[CH:46]=[CH:47][C:48]([N+:51]([O-:53])=[O:52])=[CH:49][CH:50]=5)=[O:43])[CH:26]=4)=[CH:21][N:20]=[C:19]([NH2:32])[N:18]=3)=[CH:16][C:10]=2[C:9]1=[O:34])=[O:7])([CH3:4])([CH3:3])[CH3:2]. (3) Reactant: C([O:3][C:4](=O)[NH:5][C:6]1[CH:11]=[C:10]([C:12]([F:15])([F:14])[F:13])[N:9]=[C:8]([NH:16][CH2:17][C:18]2[CH:23]=[CH:22][CH:21]=[CH:20][CH:19]=2)[C:7]=1[NH2:24])C. Product: [CH2:17]([NH:16][C:8]1[C:7]2[NH:24][C:4](=[O:3])[NH:5][C:6]=2[CH:11]=[C:10]([C:12]([F:15])([F:14])[F:13])[N:9]=1)[C:18]1[CH:23]=[CH:22][CH:21]=[CH:20][CH:19]=1. The catalyst class is: 15. (4) Reactant: Cl[C:2]1[C:3](=[O:10])[N:4]([CH3:9])[N:5]=[CH:6][C:7]=1Cl.[N:11]([O-:13])=[O:12].[Na+].CN(C=[O:19])C. Product: [OH:19][C:2]1[C:3](=[O:10])[N:4]([CH3:9])[N:5]=[CH:6][C:7]=1[N+:11]([O-:13])=[O:12]. The catalyst class is: 33.